This data is from Full USPTO retrosynthesis dataset with 1.9M reactions from patents (1976-2016). The task is: Predict the reactants needed to synthesize the given product. (1) Given the product [C:28]([O:27][C:24]1[CH:25]=[CH:5][C:6]([I:8])=[C:7]([CH3:12])[C:2]=1[F:1])(=[O:23])[CH3:29], predict the reactants needed to synthesize it. The reactants are: [F:1][C:2]1[CH:7]=[C:6]([I:8])[CH:5]=CC=1CC#N.[C:12]1(C)C=CC(S(O)(=O)=O)=CC=1.[OH2:23].[C:24]([O:27][CH2:28][CH3:29])(=O)[CH3:25]. (2) Given the product [N+:1]([C:4]1[CH:9]=[CH:8][C:7]([CH:10]([OH:24])[CH2:11][CH2:12][CH:13]([C:15]2[CH:20]=[CH:19][C:18]([N+:21]([O-:23])=[O:22])=[CH:17][CH:16]=2)[OH:14])=[CH:6][CH:5]=1)([O-:3])=[O:2], predict the reactants needed to synthesize it. The reactants are: [N+:1]([C:4]1[CH:9]=[CH:8][C:7]([C:10](=[O:24])[CH2:11][CH2:12][C:13]([C:15]2[CH:20]=[CH:19][C:18]([N+:21]([O-:23])=[O:22])=[CH:17][CH:16]=2)=[O:14])=[CH:6][CH:5]=1)([O-:3])=[O:2].[BH4-].[Na+].O. (3) Given the product [ClH:30].[NH2:20][C@H:17]1[CH2:18][CH2:19][N:15]([C@@H:8]([CH2:9][C:10]2[S:11][CH:12]=[CH:13][CH:14]=2)[C:7]([N:1]2[CH2:6][CH2:5][O:4][CH2:3][CH2:2]2)=[O:29])[C:16]1=[O:28], predict the reactants needed to synthesize it. The reactants are: [N:1]1([C:7](=[O:29])[C@@H:8]([N:15]2[CH2:19][CH2:18][C@H:17]([NH:20]C(=O)OC(C)(C)C)[C:16]2=[O:28])[CH2:9][C:10]2[S:11][CH:12]=[CH:13][CH:14]=2)[CH2:6][CH2:5][O:4][CH2:3][CH2:2]1.[ClH:30]. (4) Given the product [CH:1]1([NH:4][C:5](=[O:31])[CH2:6][N:7]2[C:16]3[C:11](=[N:12][CH:13]=[C:14]([CH2:17][C:18]4[CH:23]=[CH:22][C:21]([F:24])=[CH:20][CH:19]=4)[CH:15]=3)[C:10]([O-:25])=[C:9]([C:26]([NH:28][CH3:29])=[O:27])[C:8]2=[O:30])[CH2:3][CH2:2]1.[Na+:33], predict the reactants needed to synthesize it. The reactants are: [CH:1]1([NH:4][C:5](=[O:31])[CH2:6][N:7]2[C:16]3[C:11](=[N:12][CH:13]=[C:14]([CH2:17][C:18]4[CH:23]=[CH:22][C:21]([F:24])=[CH:20][CH:19]=4)[CH:15]=3)[C:10]([OH:25])=[C:9]([C:26]([NH:28][CH3:29])=[O:27])[C:8]2=[O:30])[CH2:3][CH2:2]1.[OH-].[Na+:33].